Regression/Classification. Given a drug SMILES string, predict its absorption, distribution, metabolism, or excretion properties. Task type varies by dataset: regression for continuous measurements (e.g., permeability, clearance, half-life) or binary classification for categorical outcomes (e.g., BBB penetration, CYP inhibition). Dataset: cyp2c9_veith. From a dataset of CYP2C9 inhibition data for predicting drug metabolism from PubChem BioAssay. (1) The compound is Cc1[nH]n(-c2ccccc2)c(=S)c1C=Nc1cccc([N+](=O)[O-])c1. The result is 1 (inhibitor). (2) The compound is COc1cc(N)c(Cl)cc1C(=O)OCCCN1CCCCC1. The result is 0 (non-inhibitor). (3) The drug is CCOC(=O)C(=CNCC(=O)O)C(=O)OCC. The result is 0 (non-inhibitor).